From a dataset of NCI-60 drug combinations with 297,098 pairs across 59 cell lines. Regression. Given two drug SMILES strings and cell line genomic features, predict the synergy score measuring deviation from expected non-interaction effect. Drug 1: CC1C(C(=O)NC(C(=O)N2CCCC2C(=O)N(CC(=O)N(C(C(=O)O1)C(C)C)C)C)C(C)C)NC(=O)C3=C4C(=C(C=C3)C)OC5=C(C(=O)C(=C(C5=N4)C(=O)NC6C(OC(=O)C(N(C(=O)CN(C(=O)C7CCCN7C(=O)C(NC6=O)C(C)C)C)C)C(C)C)C)N)C. Drug 2: CC1=C(C=C(C=C1)NC(=O)C2=CC=C(C=C2)CN3CCN(CC3)C)NC4=NC=CC(=N4)C5=CN=CC=C5. Cell line: NCI-H460. Synergy scores: CSS=18.5, Synergy_ZIP=13.0, Synergy_Bliss=13.3, Synergy_Loewe=9.43, Synergy_HSA=9.75.